From a dataset of Forward reaction prediction with 1.9M reactions from USPTO patents (1976-2016). Predict the product of the given reaction. (1) Given the reactants [C:1]([O:5][C:6]([NH:8][C:9]([CH3:17])([CH3:16])[CH2:10][O:11][CH2:12][C:13]([OH:15])=O)=[O:7])([CH3:4])([CH3:3])[CH3:2].ON1C2N=CC=CC=2N=N1.Cl.CN(C)CCCN=C=NCC.[F:40][C:41]1[CH:46]=[CH:45][CH:44]=[CH:43][C:42]=1[CH2:47][C@@H:48]([N:53]([CH3:70])[C:54](=[O:69])[C@H:55]([NH:67][CH3:68])[CH2:56][C:57]1[CH:66]=[CH:65][C:64]2[C:59](=[CH:60][CH:61]=[CH:62][CH:63]=2)[CH:58]=1)[C:49](=[O:52])[NH:50][CH3:51].C(N(C(C)C)CC)(C)C, predict the reaction product. The product is: [C:1]([O:5][C:6](=[O:7])[NH:8][C:9]([CH3:17])([CH3:16])[CH2:10][O:11][CH2:12][C:13](=[O:15])[N:67]([C@@H:55]([C:54](=[O:69])[N:53]([C@@H:48]([C:49](=[O:52])[NH:50][CH3:51])[CH2:47][C:42]1[CH:43]=[CH:44][CH:45]=[CH:46][C:41]=1[F:40])[CH3:70])[CH2:56][C:57]1[CH:66]=[CH:65][C:64]2[C:59](=[CH:60][CH:61]=[CH:62][CH:63]=2)[CH:58]=1)[CH3:68])([CH3:2])([CH3:3])[CH3:4]. (2) Given the reactants [CH2:1]([C:4]1[CH:9]=[CH:8][C:7]([C:10]([OH:13])([CH3:12])[CH3:11])=[CH:6][CH:5]=1)C=C.CN1[CH2:20][CH2:19][O:18]CC1.S(S([O-])=O)([O-])=[O:22].[O-][Si]([O-])=O.[Mg+2], predict the reaction product. The product is: [OH:13][C:10]([C:7]1[CH:8]=[CH:9][C:4]([CH2:1][CH:19]([OH:18])[CH2:20][OH:22])=[CH:5][CH:6]=1)([CH3:12])[CH3:11].